Dataset: Reaction yield outcomes from USPTO patents with 853,638 reactions. Task: Predict the reaction yield, written as a fraction of the theoretical maximum amount of product (1.0 means a 100% yield; for example, 0.34 means a 34% yield). The reactants are C([Li])CCC.C(OO)(C)(C)C.[C:12]1([CH:18]([C:79]2[CH:84]=[CH:83][CH:82]=[CH:81][CH:80]=2)[C@H:19]([NH:60][C:61](=[O:78])[C@H:62]([CH2:74][CH:75]([CH3:77])[CH3:76])[NH:63][C:64]([O:66][CH2:67][C:68]2[CH:73]=[CH:72][CH:71]=[CH:70][CH:69]=2)=[O:65])[CH:20]=[CH:21][S:22]([CH:25]=[CH:26][C@@H:27]([NH:41][C:42](=[O:59])[C@H:43]([CH2:55][CH:56]([CH3:58])[CH3:57])[NH:44][C:45]([O:47][CH2:48][C:49]2[CH:54]=[CH:53][CH:52]=[CH:51][CH:50]=2)=[O:46])[CH:28]([C:35]2[CH:40]=[CH:39][CH:38]=[CH:37][CH:36]=2)[C:29]2[CH:34]=[CH:33][CH:32]=[CH:31][CH:30]=2)(=[O:24])=[O:23])[CH:17]=[CH:16][CH:15]=[CH:14][CH:13]=1.CCOC(C)=O. The catalyst is C1COCC1. The product is [C:29]1([CH:28]([C:35]2[CH:36]=[CH:37][CH:38]=[CH:39][CH:40]=2)[C:27]([NH:41][C:42](=[O:59])[C@H:43]([CH2:55][CH:56]([CH3:57])[CH3:58])[NH:44][C:45]([O:47][CH2:48][C:49]2[CH:54]=[CH:53][CH:52]=[CH:51][CH:50]=2)=[O:46])=[CH:26][CH2:25][S:22]([CH2:21][CH:20]=[C:19]([NH:60][C:61](=[O:78])[C@H:62]([CH2:74][CH:75]([CH3:77])[CH3:76])[NH:63][C:64]([O:66][CH2:67][C:68]2[CH:69]=[CH:70][CH:71]=[CH:72][CH:73]=2)=[O:65])[CH:18]([C:12]2[CH:17]=[CH:16][CH:15]=[CH:14][CH:13]=2)[C:79]2[CH:80]=[CH:81][CH:82]=[CH:83][CH:84]=2)(=[O:23])=[O:24])[CH:34]=[CH:33][CH:32]=[CH:31][CH:30]=1. The yield is 0.630.